From a dataset of HIV replication inhibition screening data with 41,000+ compounds from the AIDS Antiviral Screen. Binary Classification. Given a drug SMILES string, predict its activity (active/inactive) in a high-throughput screening assay against a specified biological target. The compound is c1ccc(-c2cc(-c3cc(-c4ccccc4)[nH]n3)[nH]n2)cc1. The result is 0 (inactive).